From a dataset of NCI-60 drug combinations with 297,098 pairs across 59 cell lines. Regression. Given two drug SMILES strings and cell line genomic features, predict the synergy score measuring deviation from expected non-interaction effect. Drug 1: CC12CCC3C(C1CCC2O)C(CC4=C3C=CC(=C4)O)CCCCCCCCCS(=O)CCCC(C(F)(F)F)(F)F. Drug 2: CCC1(C2=C(COC1=O)C(=O)N3CC4=CC5=C(C=CC(=C5CN(C)C)O)N=C4C3=C2)O.Cl. Cell line: RPMI-8226. Synergy scores: CSS=8.39, Synergy_ZIP=3.64, Synergy_Bliss=9.81, Synergy_Loewe=-23.3, Synergy_HSA=-1.09.